From a dataset of Reaction yield outcomes from USPTO patents with 853,638 reactions. Predict the reaction yield, written as a fraction of the theoretical maximum amount of product (1.0 means a 100% yield; for example, 0.34 means a 34% yield). (1) The reactants are [Cl:1][C:2]1[CH:3]=[C:4]2[C:9](=[CH:10][CH:11]=1)[N:8]=[C:7]([NH:12]CC1C=CC(OC)=CC=1OC)[C:6]([O:24][CH3:25])=[N:5]2.FC(F)(F)C(O)=O. The catalyst is ClCCl. The product is [NH2:12][C:7]1[C:6]([O:24][CH3:25])=[N:5][C:4]2[C:9](=[CH:10][CH:11]=[C:2]([Cl:1])[CH:3]=2)[N:8]=1. The yield is 0.590. (2) The catalyst is C(OCC)(=O)C. The product is [Cl:19][C:14]1[CH:13]=[CH:12][N:11]=[C:10]([C:3]2[CH:2]=[N:1][N:5]3[CH:6]=[CH:7][N:8]=[CH:9][C:4]=23)[N:15]=1. The yield is 0.870. The reactants are [N:1]1[N:5]2[CH:6]=[CH:7][N:8]=[CH:9][C:4]2=[C:3]([C:10]2[N:15]=[C:14](O)[CH:13]=[CH:12][N:11]=2)[CH:2]=1.P(Cl)(Cl)([Cl:19])=O.[OH-].[Na+].